Dataset: Full USPTO retrosynthesis dataset with 1.9M reactions from patents (1976-2016). Task: Predict the reactants needed to synthesize the given product. (1) Given the product [F:1][C:2]1[CH:7]=[C:6]([CH3:8])[CH:5]=[CH:4][C:3]=1[N:9]1[C:13]2[CH:14]=[CH:15][CH:16]=[CH:17][C:12]=2[N:11]([CH2:25][CH2:22][CH2:23][NH:21][CH3:20])[S:10]1(=[O:19])=[O:18], predict the reactants needed to synthesize it. The reactants are: [F:1][C:2]1[CH:7]=[C:6]([CH3:8])[CH:5]=[CH:4][C:3]=1[N:9]1[C:13]2[CH:14]=[CH:15][CH:16]=[CH:17][C:12]=2[NH:11][S:10]1(=[O:19])=[O:18].[CH3:20][NH2:21].[CH2:22](O)[CH3:23].[CH3:25]O. (2) Given the product [F:11][C:12]1[C:17]([O:18][CH:2]([CH3:4])[CH3:3])=[CH:16][N:15]=[C:14]2[N:19]([Si:22]([CH:26]([CH3:28])[CH3:27])([CH:29]([CH3:31])[CH3:30])[CH:23]([CH3:24])[CH3:25])[CH:20]=[CH:21][C:13]=12, predict the reactants needed to synthesize it. The reactants are: Br[CH:2]([CH3:4])[CH3:3].C(=O)([O-])[O-].[K+].[K+].[F:11][C:12]1[C:17]([OH:18])=[CH:16][N:15]=[C:14]2[N:19]([Si:22]([CH:29]([CH3:31])[CH3:30])([CH:26]([CH3:28])[CH3:27])[CH:23]([CH3:25])[CH3:24])[CH:20]=[CH:21][C:13]=12. (3) The reactants are: [F:1][C:2]1[CH:3]=[C:4]([CH:7]=[C:8]([F:32])[C:9]=1[N:10]1[C:18]2[CH:17]=[CH:16][NH:15][C:14](=[O:19])[C:13]=2[C:12]([C:20]2[CH:25]=[CH:24][C:23]([N:26]3[CH2:31][CH2:30][O:29][CH2:28][CH2:27]3)=[CH:22][CH:21]=2)=[N:11]1)[C:5]#[N:6].CS(C)=[O:35].C(=O)([O-])[O-].[K+].[K+].OO. Given the product [F:32][C:8]1[CH:7]=[C:4]([CH:3]=[C:2]([F:1])[C:9]=1[N:10]1[C:18]2[CH:17]=[CH:16][NH:15][C:14](=[O:19])[C:13]=2[C:12]([C:20]2[CH:21]=[CH:22][C:23]([N:26]3[CH2:31][CH2:30][O:29][CH2:28][CH2:27]3)=[CH:24][CH:25]=2)=[N:11]1)[C:5]([NH2:6])=[O:35], predict the reactants needed to synthesize it. (4) Given the product [OH:11][C:5]1[CH:6]=[CH:7][C:8]([O:10][CH2:18][CH2:19][CH3:20])=[CH:9][C:4]=1[C:2](=[O:3])[CH3:1], predict the reactants needed to synthesize it. The reactants are: [CH3:1][C:2]([C:4]1[CH:9]=[C:8]([OH:10])[CH:7]=[CH:6][C:5]=1[OH:11])=[O:3].C([O-])([O-])=O.[K+].[K+].[CH2:18](I)[CH2:19][CH3:20]. (5) Given the product [S:23]1[CH:27]=[C:26]([C:28]2[CH:29]=[CH:30][C:31]([C:34](=[O:36])[CH3:35])=[CH:32][CH:33]=2)[N:25]=[N:24]1, predict the reactants needed to synthesize it. The reactants are: CC(OI1(OC(C)=O)(OC(C)=O)OC(=O)C2C=CC=CC1=2)=O.[S:23]1[CH:27]=[C:26]([C:28]2[CH:33]=[CH:32][C:31]([CH:34]([OH:36])[CH3:35])=[CH:30][CH:29]=2)[N:25]=[N:24]1.C(=O)(O)[O-].[Na+]. (6) Given the product [O:12]1[CH:11]=[CH:10][CH:9]=[C:8]1[C:7](=[O:13])[CH2:24][C:25]1[CH:32]=[CH:31][CH:30]=[CH:29][C:26]=1[CH3:27], predict the reactants needed to synthesize it. The reactants are: C[Si](C#N)(C)C.[CH:7](=[O:13])[C:8]1[O:12][CH:11]=[CH:10][CH:9]=1.C[Si](C)(C)[N-][Si](C)(C)C.[Li+].[CH3:24][C:25]1[CH:32]=[CH:31][CH:30]=[CH:29][C:26]=1[CH2:27]Br.[F-].C([N+](CCCC)(CCCC)CCCC)CCC.[Cl-].[NH4+].